Dataset: Reaction yield outcomes from USPTO patents with 853,638 reactions. Task: Predict the reaction yield, written as a fraction of the theoretical maximum amount of product (1.0 means a 100% yield; for example, 0.34 means a 34% yield). The reactants are [Cl:1][C:2]1[CH:7]=[C:6]([Cl:8])[CH:5]=[CH:4][C:3]=1[C:9]1[N:10]=[C:11](/[CH:14]=[CH:15]/[C:16]2[CH:21]=[CH:20][C:19]([C:22]3[CH:27]=[CH:26][C:25]([O:28][CH3:29])=[CH:24][CH:23]=3)=[CH:18][CH:17]=2)[NH:12][CH:13]=1.[CH3:30]I. No catalyst specified. The product is [Cl:1][C:2]1[CH:7]=[C:6]([Cl:8])[CH:5]=[CH:4][C:3]=1[C:9]1[N:10]=[C:11](/[CH:14]=[CH:15]/[C:16]2[CH:21]=[CH:20][C:19]([C:22]3[CH:23]=[CH:24][C:25]([O:28][CH3:29])=[CH:26][CH:27]=3)=[CH:18][CH:17]=2)[N:12]([CH3:30])[CH:13]=1. The yield is 0.760.